From a dataset of Reaction yield outcomes from USPTO patents with 853,638 reactions. Predict the reaction yield, written as a fraction of the theoretical maximum amount of product (1.0 means a 100% yield; for example, 0.34 means a 34% yield). The reactants are C([O:3][C:4](=[O:17])[CH:5]([C:8]1[C:13]([F:14])=[CH:12][CH:11]=[C:10]([OH:15])[C:9]=1[F:16])[O:6][CH3:7])C.O[Li].O. The catalyst is C1COCC1.CO.O. The product is [F:16][C:9]1[C:10]([OH:15])=[CH:11][CH:12]=[C:13]([F:14])[C:8]=1[CH:5]([O:6][CH3:7])[C:4]([OH:17])=[O:3]. The yield is 0.940.